Dataset: Full USPTO retrosynthesis dataset with 1.9M reactions from patents (1976-2016). Task: Predict the reactants needed to synthesize the given product. (1) Given the product [Br:7][C:8]1[CH:13]=[CH:12][N:11]=[C:10]([NH:14][C:15](=[O:18])[CH2:16][CH3:17])[CH:9]=1, predict the reactants needed to synthesize it. The reactants are: N1C=CC=CC=1.[Br:7][C:8]1[CH:13]=[CH:12][N:11]=[C:10]([NH2:14])[CH:9]=1.[C:15](Cl)(=[O:18])[CH2:16][CH3:17].O. (2) The reactants are: C(O[C:4]([C:6]1[C:7]([O:25]C(=O)C)=[C:8]2[C:16]([Br:17])=[CH:15][N:14]([CH2:18][C:19]3[CH:24]=[CH:23][CH:22]=[CH:21][CH:20]=3)[C:9]2=[C:10]([C:12]#[N:13])[N:11]=1)=[O:5])C.[NH2:29][CH2:30][C:31]([OH:33])=[O:32].C[O-].[Na+].CO. Given the product [CH2:18]([N:14]1[C:9]2=[C:10]([C:12]#[N:13])[N:11]=[C:6]([C:4]([NH:29][CH2:30][C:31]([OH:33])=[O:32])=[O:5])[C:7]([OH:25])=[C:8]2[C:16]([Br:17])=[CH:15]1)[C:19]1[CH:24]=[CH:23][CH:22]=[CH:21][CH:20]=1, predict the reactants needed to synthesize it. (3) Given the product [F:1][C:2]1[CH:9]=[C:8]([OH:10])[CH:7]=[CH:6][C:3]=1[CH:4]=[O:5], predict the reactants needed to synthesize it. The reactants are: [F:1][C:2]1[CH:9]=[C:8]([O:10]C)[CH:7]=[CH:6][C:3]=1[CH:4]=[O:5].[Al+3].[Cl-].[Cl-].[Cl-]. (4) Given the product [F:16][C:17]1[CH:23]=[CH:22][CH:21]=[CH:20][C:18]=1[N:13]([C:4]1[CH:5]=[C:6]([C:9]([F:12])([F:11])[F:10])[CH:7]=[CH:8][C:3]=1[O:2][CH3:1])[C:14]([NH2:26])=[O:15], predict the reactants needed to synthesize it. The reactants are: [CH3:1][O:2][C:3]1[CH:8]=[CH:7][C:6]([C:9]([F:12])([F:11])[F:10])=[CH:5][C:4]=1[N:13]=[C:14]=[O:15].[F:16][C:17]1[CH:23]=[CH:22][CH:21]=[CH:20][C:18]=1N.C(#[N:26])C. (5) The reactants are: [N:1]1([C:7]2[CH:16]=[CH:15][CH:14]=[C:13]3[C:8]=2[C:9]([NH2:18])=[N:10][C:11]([NH2:17])=[N:12]3)[CH2:6][CH2:5][NH:4][CH2:3][CH2:2]1.[C:19]1([CH3:28])[CH:24]=[CH:23][C:22]([C:25](Cl)=[O:26])=[CH:21][CH:20]=1. Given the product [NH2:17][C:11]1[N:10]=[C:9]([NH2:18])[C:8]2[C:13](=[CH:14][CH:15]=[CH:16][C:7]=2[N:1]2[CH2:6][CH2:5][N:4]([C:25]([C:22]3[CH:23]=[CH:24][C:19]([CH3:28])=[CH:20][CH:21]=3)=[O:26])[CH2:3][CH2:2]2)[N:12]=1, predict the reactants needed to synthesize it. (6) Given the product [CH:1]([C:3]1[O:7][C:6]([C:8]([O:10][CH2:11][CH3:12])=[O:9])=[CH:5][CH:4]=1)=[O:2], predict the reactants needed to synthesize it. The reactants are: [CH:1]([C:3]1[O:7][C:6]([C:8]([OH:10])=[O:9])=[CH:5][CH:4]=1)=[O:2].[CH2:11](O)[CH3:12].S(=O)(=O)(O)O. (7) Given the product [CH3:51][NH:52][C:5]([NH:13][C:14]1[CH:15]=[CH:16][C:17]([C:20]2[N:21]=[C:22]([N:42]3[CH2:43][CH2:44][O:45][CH2:46][CH2:47]3)[C:23]3[N:28]=[N:27][N:26]([CH:29]4[CH2:30][CH2:31][N:32]([C:35]([O:37][C:38]([CH3:41])([CH3:39])[CH3:40])=[O:36])[CH2:33][CH2:34]4)[C:24]=3[N:25]=2)=[CH:18][CH:19]=1)=[O:11], predict the reactants needed to synthesize it. The reactants are: ClC(Cl)(O[C:5](=[O:11])OC(Cl)(Cl)Cl)Cl.[NH2:13][C:14]1[CH:19]=[CH:18][C:17]([C:20]2[N:21]=[C:22]([N:42]3[CH2:47][CH2:46][O:45][CH2:44][CH2:43]3)[C:23]3[N:28]=[N:27][N:26]([CH:29]4[CH2:34][CH2:33][N:32]([C:35]([O:37][C:38]([CH3:41])([CH3:40])[CH3:39])=[O:36])[CH2:31][CH2:30]4)[C:24]=3[N:25]=2)=[CH:16][CH:15]=1.NC.C[CH2:51][N:52](CC)CC.